Dataset: Full USPTO retrosynthesis dataset with 1.9M reactions from patents (1976-2016). Task: Predict the reactants needed to synthesize the given product. Given the product [NH2:16][CH:14]([C:10]1[C:11](=[O:13])[NH:12][C:7]([CH2:6][C:5]2[CH:20]=[CH:21][C:2]([CH3:1])=[CH:3][CH:4]=2)=[N:8][N:9]=1)[CH3:15], predict the reactants needed to synthesize it. The reactants are: [CH3:1][C:2]1[CH:21]=[CH:20][C:5]([CH2:6][C:7]2[NH:12][C:11](=[O:13])[C:10]([CH:14]([NH:16]C(=O)C)[CH3:15])=[N:9][N:8]=2)=[CH:4][CH:3]=1.[OH-].[Na+].